This data is from Catalyst prediction with 721,799 reactions and 888 catalyst types from USPTO. The task is: Predict which catalyst facilitates the given reaction. (1) Reactant: [Na+].[OH:2][C@H:3]1[CH2:8][CH2:7][N:6]([CH2:9][C:10]2[CH:15]=[CH:14][CH:13]=[CH:12][CH:11]=2)[CH2:5][C@H:4]1[C:16]([O-:18])=O.O[N:20]1C2N=CC=CC=2N=N1.Cl.CN(C)CCCN=C=NCC.C(=O)(O)[O-].[NH4+]. Product: [OH:2][C@H:3]1[CH2:8][CH2:7][N:6]([CH2:9][C:10]2[CH:15]=[CH:14][CH:13]=[CH:12][CH:11]=2)[CH2:5][C@H:4]1[C:16]([NH2:20])=[O:18]. The catalyst class is: 9. (2) Reactant: [CH2:1]([O:3][C:4]1[CH:5]=[C:6]2[C:11](=[CH:12][C:13]=1[O:14][CH2:15][CH3:16])[N:10]=[CH:9][C:8]([C:17]#[N:18])=[C:7]2[CH2:19][C:20]([C:22]1[C:23]([CH3:28])=[N:24][CH:25]=[CH:26][CH:27]=1)=O)[CH3:2].C([O-])(=O)C.[NH4+:33]. Product: [CH2:15]([O:14][C:13]1[C:4]([O:3][CH2:1][CH3:2])=[CH:5][C:6]2[C:7]3[C:8](=[C:17]([NH2:33])[N:18]=[C:20]([C:22]4[C:23]([CH3:28])=[N:24][CH:25]=[CH:26][CH:27]=4)[CH:19]=3)[CH:9]=[N:10][C:11]=2[CH:12]=1)[CH3:16]. The catalyst class is: 52. (3) Reactant: [C:1](OC(=NC(C)C)NC(C)C)([CH3:4])([CH3:3])[CH3:2].[C:15]([O:18][C@H:19]([C@@H:23]([O:40][C:41](=[O:43])[CH3:42])[C:24]([N:26]([CH2:36][CH:37]([Cl:39])[CH3:38])[CH2:27][C:28]1[CH:33]=[CH:32][C:31]([O:34][CH3:35])=[CH:30][CH:29]=1)=[O:25])[C:20]([OH:22])=[O:21])(=[O:17])[CH3:16]. Product: [C:15]([O:18][C@H:19]([C@@H:23]([O:40][C:41](=[O:43])[CH3:42])[C:24]([N:26]([CH2:36][CH:37]([Cl:39])[CH3:38])[CH2:27][C:28]1[CH:29]=[CH:30][C:31]([O:34][CH3:35])=[CH:32][CH:33]=1)=[O:25])[C:20]([O:22][C:1]([CH3:4])([CH3:3])[CH3:2])=[O:21])(=[O:17])[CH3:16]. The catalyst class is: 1. (4) Reactant: [C:1]([NH:5][S:6]([C:9]1[C:10]([C:15]2[CH:20]=[CH:19][C:18]([NH2:21])=[CH:17][CH:16]=2)=[CH:11][CH:12]=[CH:13][CH:14]=1)(=[O:8])=[O:7])([CH3:4])([CH3:3])[CH3:2].[CH:22]1[CH:23]=[CH:24][C:25]2N(O)N=N[C:26]=2[CH:27]=1.[CH3:32][N:33]1[CH2:38][CH2:37][O:36][CH2:35][CH2:34]1. The catalyst class is: 3. Product: [CH2:32]([N:33]([C:34]1[CH:10]=[CH:15][CH:16]=[C:17]([C:18]#[N:21])[CH:35]=1)[CH2:38][C:37]([NH:21][C:18]1[CH:19]=[CH:20][C:15]([C:10]2[CH:11]=[CH:12][CH:13]=[CH:14][C:9]=2[S:6](=[O:8])(=[O:7])[NH:5][C:1]([CH3:4])([CH3:2])[CH3:3])=[CH:16][CH:17]=1)=[O:36])[C:27]1[CH:26]=[CH:25][CH:24]=[CH:23][CH:22]=1.